Dataset: Full USPTO retrosynthesis dataset with 1.9M reactions from patents (1976-2016). Task: Predict the reactants needed to synthesize the given product. Given the product [Cl:26][C:21]1[CH:22]=[CH:23][CH:24]=[CH:25][C:20]=1[O:19][C:48]1[CH:47]=[C:46]([C:51]([N+:52]([O-:54])=[O:53])=[CH:50][CH:49]=1)[CH2:45][C@@H:44]([C:56]([O:58][C:59]([CH3:62])([CH3:61])[CH3:60])=[O:57])[N:43]=[C:42]([C:63]1[CH:68]=[CH:67][CH:66]=[CH:65][CH:64]=1)[C:36]1[CH:41]=[CH:40][CH:39]=[CH:38][CH:37]=1, predict the reactants needed to synthesize it. The reactants are: C(OC(ON1C2C(=CC([O:19][C:20]3[CH:25]=[CH:24][CH:23]=[CH:22][C:21]=3[Cl:26])=CC=2)CC(NC(=O)OC(C)(C)C)C1=O)=O)(C)(C)C.[C:36]1([C:42]([C:63]2[CH:68]=[CH:67][CH:66]=[CH:65][CH:64]=2)=[N:43][C@H:44]([C:56]([O:58][C:59]([CH3:62])([CH3:61])[CH3:60])=[O:57])[CH2:45][C:46]2[C:51]([N+:52]([O-:54])=[O:53])=[CH:50][CH:49]=[C:48](F)[CH:47]=2)[CH:41]=[CH:40][CH:39]=[CH:38][CH:37]=1.ClC1C=CC=CC=1O.C([O-])([O-])=O.[Cs+].[Cs+].